From a dataset of Forward reaction prediction with 1.9M reactions from USPTO patents (1976-2016). Predict the product of the given reaction. (1) Given the reactants Cl[C:2]1[C:3]([N+:13]([O-:15])=[O:14])=[C:4]2[C:9](=[C:10]([CH3:12])[CH:11]=1)[N:8]=[CH:7][CH:6]=[CH:5]2.[CH3:16][NH2:17], predict the reaction product. The product is: [CH3:16][NH:17][C:2]1[C:3]([N+:13]([O-:15])=[O:14])=[C:4]2[C:9](=[C:10]([CH3:12])[CH:11]=1)[N:8]=[CH:7][CH:6]=[CH:5]2. (2) Given the reactants [CH3:1][C:2]1([CH3:26])[C:11]2[C:6](=[C:7]([CH3:23])[CH:8]=[C:9]([C:13]([C:15]3[C:16]([CH3:22])=[N:17][N:18]([CH3:21])[C:19]=3[OH:20])=[O:14])[C:10]=2[CH3:12])[S:5](=[O:25])(=[O:24])[CH2:4][CH2:3]1.C(=O)([O-])[O-].[K+].[K+].[CH2:33]([S:36](Cl)(=[O:38])=[O:37])[CH2:34][CH3:35], predict the reaction product. The product is: [CH3:1][C:2]1([CH3:26])[C:11]2[C:6](=[C:7]([CH3:23])[CH:8]=[C:9]([C:13]([C:15]3[C:16]([CH3:22])=[N:17][N:18]([CH3:21])[C:19]=3[O:20][S:36]([CH2:33][CH2:34][CH3:35])(=[O:38])=[O:37])=[O:14])[C:10]=2[CH3:12])[S:5](=[O:25])(=[O:24])[CH2:4][CH2:3]1. (3) Given the reactants [NH:1]1[C:9]2[C:4](=[CH:5][CH:6]=[CH:7][CH:8]=2)[CH:3]=[N:2]1.[H-].[Na+].[CH2:12](Br)[C:13]#[CH:14], predict the reaction product. The product is: [CH2:14]([N:1]1[C:9]2[C:4](=[CH:5][CH:6]=[CH:7][CH:8]=2)[CH:3]=[N:2]1)[C:13]#[CH:12].